From a dataset of Reaction yield outcomes from USPTO patents with 853,638 reactions. Predict the reaction yield, written as a fraction of the theoretical maximum amount of product (1.0 means a 100% yield; for example, 0.34 means a 34% yield). The reactants are [C:1]([C:3]1[C:11]2[C:6](=[CH:7][CH:8]=[CH:9][CH:10]=2)[NH:5][N:4]=1)#[CH:2].[N:12]([C:15]1[CH:20]=[CH:19][C:18]([Br:21])=[CH:17][CH:16]=1)=[N+:13]=[N-:14]. The catalyst is O1CCOCC1.O.C(OCC)(=O)C. The product is [Br:21][C:18]1[CH:19]=[CH:20][C:15]([N:12]2[CH:2]=[C:1]([C:3]3[C:11]4[C:6](=[CH:7][CH:8]=[CH:9][CH:10]=4)[NH:5][N:4]=3)[N:14]=[N:13]2)=[CH:16][CH:17]=1. The yield is 0.630.